Dataset: Full USPTO retrosynthesis dataset with 1.9M reactions from patents (1976-2016). Task: Predict the reactants needed to synthesize the given product. (1) Given the product [F:2][C:3]1([C:12]2[CH:17]=[CH:16][CH:15]=[C:14]([O:18][C:19]([F:20])([F:21])[F:22])[CH:13]=2)[CH2:6][C:5]2([CH2:7][CH2:8][N:9]([C:23]([NH:47][C:46]3[N:42]([CH3:41])[N:43]=[N:44][N:45]=3)=[O:26])[CH2:10][CH2:11]2)[CH2:4]1, predict the reactants needed to synthesize it. The reactants are: Cl.[F:2][C:3]1([C:12]2[CH:17]=[CH:16][CH:15]=[C:14]([O:18][C:19]([F:22])([F:21])[F:20])[CH:13]=2)[CH2:6][C:5]2([CH2:11][CH2:10][NH:9][CH2:8][CH2:7]2)[CH2:4]1.[C:23](=[O:26])(O)[O-].[Na+].ClC(OC1C=CC=CC=1[N+]([O-])=O)=O.[CH3:41][N:42]1[C:46]([NH2:47])=[N:45][N:44]=[N:43]1.[H-].[Na+]. (2) The reactants are: [F:1][C:2]1[CH:3]=[C:4]([N:10]2[CH2:14][C@H:13]([CH2:15][NH:16][C:17](=[O:19])[CH3:18])[O:12][C:11]2=[O:20])[CH:5]=[C:6]([F:9])[C:7]=1I.FC1C=C(N2C[C@H](CNC(=O)C)OC2=O)C=CC=1[C:28]1[CH:29]=[N:30][C:31]([O:34][CH3:35])=[CH:32][CH:33]=1. Given the product [F:1][C:2]1[CH:3]=[C:4]([N:10]2[CH2:14][C@H:13]([CH2:15][NH:16][C:17](=[O:19])[CH3:18])[O:12][C:11]2=[O:20])[CH:5]=[C:6]([F:9])[C:7]=1[C:28]1[CH:29]=[N:30][C:31]([O:34][CH3:35])=[CH:32][CH:33]=1, predict the reactants needed to synthesize it. (3) Given the product [N+:14]([C:9]1[CH:10]=[CH:11][CH:12]=[CH:13][C:8]=1[C:5]1[CH:6]=[CH:7][C:2]([O:1][CH2:26][C:21]2[CH:22]=[CH:23][CH:24]=[CH:25][C:20]=2[C:19]([OH:28])=[O:18])=[CH:3][CH:4]=1)([O-:16])=[O:15], predict the reactants needed to synthesize it. The reactants are: [OH:1][C:2]1[CH:7]=[CH:6][C:5]([C:8]2[CH:13]=[CH:12][CH:11]=[CH:10][C:9]=2[N+:14]([O-:16])=[O:15])=[CH:4][CH:3]=1.C[O:18][C:19](=[O:28])[C:20]1[CH:25]=[CH:24][CH:23]=[CH:22][C:21]=1[CH2:26]Br. (4) Given the product [C:14]([CH2:13][O:1][C:2]1[CH:3]=[CH:4][C:5]([C:6]([O:8][CH3:9])=[O:7])=[CH:10][CH:11]=1)#[N:15], predict the reactants needed to synthesize it. The reactants are: [OH:1][C:2]1[CH:11]=[CH:10][C:5]([C:6]([O:8][CH3:9])=[O:7])=[CH:4][CH:3]=1.Cl[CH2:13][C:14]#[N:15].C([O-])([O-])=O.[K+].[K+].O. (5) Given the product [F:1][C:2]1[CH:3]=[CH:4][C:5]([C:6]([N:8]2[CH2:13][CH2:12][CH2:11][CH:10]([C:14]([OH:16])=[O:15])[CH2:9]2)=[O:7])=[CH:19][CH:20]=1, predict the reactants needed to synthesize it. The reactants are: [F:1][C:2]1[CH:20]=[CH:19][C:5]([C:6]([N:8]2[CH2:13][CH2:12][CH2:11][CH:10]([C:14]([O:16]CC)=[O:15])[CH2:9]2)=[O:7])=[CH:4][CH:3]=1.[OH-].[K+]. (6) Given the product [C:14]([C:13]1[CH:12]=[N:11][N:10]2[CH:17]=[C:18]([C:20]3[CH:21]=[N:22][C:23]([O:26][CH3:27])=[CH:24][CH:25]=3)[CH:19]=[C:9]2[C:8]=1[NH:7][C@H:5]([CH3:6])[C:4]([CH3:29])([CH3:28])[C:3]([OH:30])=[O:2])(=[O:16])[NH2:15], predict the reactants needed to synthesize it. The reactants are: C[O:2][C:3](=[O:30])[C:4]([CH3:29])([CH3:28])[C@H:5]([NH:7][C:8]1[C:9]2[N:10]([CH:17]=[C:18]([C:20]3[CH:21]=[N:22][C:23]([O:26][CH3:27])=[CH:24][CH:25]=3)[CH:19]=2)[N:11]=[CH:12][C:13]=1[C:14](=[O:16])[NH2:15])[CH3:6].[OH-].[K+].Cl. (7) Given the product [CH:13]12[N:8]([C:6]3[N:7]=[C:2]([Cl:1])[N:3]=[C:4]([CH2:16][N:25]([CH3:26])[CH3:24])[CH:5]=3)[CH:9]([CH2:15][CH2:14]1)[CH2:10][O:11][CH2:12]2, predict the reactants needed to synthesize it. The reactants are: [Cl:1][C:2]1[N:7]=[C:6]([N:8]2[CH:13]3[CH2:14][CH2:15][CH:9]2[CH2:10][O:11][CH2:12]3)[CH:5]=[C:4]([CH2:16]Cl)[N:3]=1.C(=O)([O-])[O-].[K+].[K+].[CH3:24][NH:25][CH3:26]. (8) Given the product [CH3:25][N:24]([CH3:26])[CH2:23][C@H:11]([NH:10][S:7]([C:5]1[S:6][C:2]([C:28]#[C:27][C:29]2[CH:34]=[CH:33][C:32]([CH2:35][CH2:36][CH2:37][CH2:38][CH3:39])=[CH:31][CH:30]=2)=[CH:3][CH:4]=1)(=[O:9])=[O:8])[CH2:12][C:13]([O:15][CH2:16][C:17]1[CH:22]=[CH:21][CH:20]=[CH:19][CH:18]=1)=[O:14], predict the reactants needed to synthesize it. The reactants are: Br[C:2]1[S:6][C:5]([S:7]([NH:10][C@@H:11]([CH2:23][N:24]([CH3:26])[CH3:25])[CH2:12][C:13]([O:15][CH2:16][C:17]2[CH:22]=[CH:21][CH:20]=[CH:19][CH:18]=2)=[O:14])(=[O:9])=[O:8])=[CH:4][CH:3]=1.[C:27]([C:29]1[CH:34]=[CH:33][C:32]([CH2:35][CH2:36][CH2:37][CH2:38][CH3:39])=[CH:31][CH:30]=1)#[CH:28].